This data is from Merck oncology drug combination screen with 23,052 pairs across 39 cell lines. The task is: Regression. Given two drug SMILES strings and cell line genomic features, predict the synergy score measuring deviation from expected non-interaction effect. (1) Drug 1: CC1CC2C3CCC4=CC(=O)C=CC4(C)C3(F)C(O)CC2(C)C1(O)C(=O)CO. Drug 2: NC(=O)c1cccc2cn(-c3ccc(C4CCCNC4)cc3)nc12. Cell line: SW620. Synergy scores: synergy=8.78. (2) Drug 1: Cn1nnc2c(C(N)=O)ncn2c1=O. Drug 2: O=C(O)C1(Cc2cccc(Nc3nccs3)n2)CCC(Oc2cccc(Cl)c2F)CC1. Cell line: KPL1. Synergy scores: synergy=-29.7. (3) Drug 2: CC1(c2nc3c(C(N)=O)cccc3[nH]2)CCCN1. Cell line: HCT116. Drug 1: Cn1nnc2c(C(N)=O)ncn2c1=O. Synergy scores: synergy=17.0. (4) Drug 1: N#Cc1ccc(Cn2cncc2CN2CCN(c3cccc(Cl)c3)C(=O)C2)cc1. Drug 2: O=C(CCCCCCC(=O)Nc1ccccc1)NO. Cell line: UWB1289BRCA1. Synergy scores: synergy=19.4. (5) Drug 1: N.N.O=C(O)C1(C(=O)O)CCC1.[Pt]. Drug 2: CCN(CC)CCNC(=O)c1c(C)[nH]c(C=C2C(=O)Nc3ccc(F)cc32)c1C. Cell line: RKO. Synergy scores: synergy=4.15. (6) Drug 1: CC(=O)OC1C(=O)C2(C)C(O)CC3OCC3(OC(C)=O)C2C(OC(=O)c2ccccc2)C2(O)CC(OC(=O)C(O)C(NC(=O)c3ccccc3)c3ccccc3)C(C)=C1C2(C)C. Drug 2: N#Cc1ccc(Cn2cncc2CN2CCN(c3cccc(Cl)c3)C(=O)C2)cc1. Cell line: HT29. Synergy scores: synergy=15.3. (7) Drug 1: CN1C(=O)C=CC2(C)C3CCC4(C)C(NC(=O)OCC(F)(F)F)CCC4C3CCC12. Drug 2: Cn1cc(-c2cnn3c(N)c(Br)c(C4CCCNC4)nc23)cn1. Cell line: SKMES1. Synergy scores: synergy=-12.3. (8) Drug 1: CN(C)C(=N)N=C(N)N. Drug 2: CCN(CC)CCNC(=O)c1c(C)[nH]c(C=C2C(=O)Nc3ccc(F)cc32)c1C. Cell line: SW620. Synergy scores: synergy=2.93.